From a dataset of Acute oral toxicity (LD50) regression data from Zhu et al.. Regression/Classification. Given a drug SMILES string, predict its toxicity properties. Task type varies by dataset: regression for continuous values (e.g., LD50, hERG inhibition percentage) or binary classification for toxic/non-toxic outcomes (e.g., AMES mutagenicity, cardiotoxicity, hepatotoxicity). Dataset: ld50_zhu. (1) The molecule is CNC(=O)ON=C(C)C(C)(C)[N+](=O)[O-]. The rat oral LD50 is 4.19, given as -log10 of the dose in mol/kg body weight (higher means more acutely toxic). (2) The molecule is O=Cc1ccccc1O. The rat oral LD50 is 2.37, given as -log10 of the dose in mol/kg body weight (higher means more acutely toxic). (3) The molecule is COc1cc2c(OC3OCC(OC)C(OC)C3O)c3c(c(-c4ccc5c(c4)OCO5)c2cc1OC)COC3=O. The rat oral LD50 is 4.64, given as -log10 of the dose in mol/kg body weight (higher means more acutely toxic).